Dataset: Forward reaction prediction with 1.9M reactions from USPTO patents (1976-2016). Task: Predict the product of the given reaction. (1) Given the reactants [CH3:1][O:2][C:3]1[CH:4]=[C:5]2[C:10](=[CH:11][CH:12]=1)[NH:9][C:8](=O)[C:7]([C:14](F)(F)F)=[N:6]2.[CH3:18][O:19][C:20]1[CH:29]=[C:28]2[C:23]([N:24]=[C:25]([C:31](F)(F)F)[C:26](=O)[NH:27]2)=[CH:22][CH:21]=1.O=P(Cl)(Cl)[Cl:37], predict the reaction product. The product is: [Cl:37][C:8]1[C:7]([CH3:14])=[N:6][C:5]2[C:10](=[CH:11][CH:12]=[C:3]([O:2][CH3:1])[CH:4]=2)[N:9]=1.[Cl:37][C:26]1[C:25]([CH3:31])=[N:24][C:23]2[C:28]([N:27]=1)=[CH:29][C:20]([O:19][CH3:18])=[CH:21][CH:22]=2. (2) Given the reactants [S:1]1[C:5]([C:6]([OH:8])=O)=[CH:4][N:3]=[CH:2]1.CN([C:12]([O:16][N:17]1N=NC2C=CC=C[C:18]1=2)=[N+](C)C)C.F[P-](F)(F)(F)(F)F.CCN(C(C)C)C(C)C.CONC, predict the reaction product. The product is: [CH3:12][O:16][N:17]([CH3:18])[C:6]([C:5]1[S:1][CH:2]=[N:3][CH:4]=1)=[O:8]. (3) Given the reactants C([C:4]1[CH:9]=[CH:8][CH:7]=[CH:6][C:5]=1[S:10]([NH2:13])(=[O:12])=[O:11])(C)C.[H-].[Na+].[Cl:16][C:17]1[CH:22]=[C:21](Cl)[N:20]=[CH:19][N:18]=1.[C:24](O)(=O)[CH2:25][C:26](CC(O)=O)(C(O)=O)O, predict the reaction product. The product is: [Cl:16][C:17]1[N:18]=[CH:19][N:20]=[C:21]([NH:13][S:10]([C:5]2[CH:4]=[CH:9][C:8]([CH:25]([CH3:26])[CH3:24])=[CH:7][CH:6]=2)(=[O:11])=[O:12])[CH:22]=1. (4) Given the reactants [C:1]([O:5][C:6]([N:8]1[CH2:11][CH:10]([C:12]2[CH:17]=[C:16]([Cl:18])[CH:15]=[CH:14][C:13]=2[O:19][Si](C(C)(C)C)(C)C)[CH2:9]1)=[O:7])([CH3:4])([CH3:3])[CH3:2].[F-].C[N+](C)(C)C, predict the reaction product. The product is: [C:1]([O:5][C:6]([N:8]1[CH2:9][CH:10]([C:12]2[CH:17]=[C:16]([Cl:18])[CH:15]=[CH:14][C:13]=2[OH:19])[CH2:11]1)=[O:7])([CH3:4])([CH3:2])[CH3:3]. (5) Given the reactants [CH3:1][O:2][C:3]([C:5]1[N:6]([CH2:23][C:24]2[CH:25]=[CH:26][C:27]3[O:31][CH2:30][CH2:29][C:28]=3[CH:32]=2)[C:7](=[O:22])[C:8]2[C:13]([C:14]=1[C:15]1[CH:20]=[CH:19][CH:18]=[CH:17][CH:16]=1)=[CH:12][C:11](Br)=[CH:10][CH:9]=2)=[O:4].[CH3:33]B(O)O.C(=O)([O-])[O-].[K+].[K+].C1(C)C=CC=CC=1, predict the reaction product. The product is: [CH3:1][O:2][C:3]([C:5]1[N:6]([CH2:23][C:24]2[CH:25]=[CH:26][C:27]3[O:31][CH2:30][CH2:29][C:28]=3[CH:32]=2)[C:7](=[O:22])[C:8]2[C:13]([C:14]=1[C:15]1[CH:20]=[CH:19][CH:18]=[CH:17][CH:16]=1)=[CH:12][C:11]([CH3:33])=[CH:10][CH:9]=2)=[O:4]. (6) Given the reactants [F:1][C:2]([F:33])([F:32])[C:3]1[C:4]([C:9]2[N:18]=[C:17]3[C:12]([C:13]([NH:21][C:22]4[CH:27]=[CH:26][C:25]([C:28]([F:31])([F:30])[F:29])=[CH:24][N:23]=4)=[CH:14][C:15]([C:19]#[N:20])=[N:16]3)=[CH:11][CH:10]=2)=[N:5][CH:6]=[CH:7][CH:8]=1.[OH:34]S(O)(=O)=O, predict the reaction product. The product is: [F:33][C:2]([F:1])([F:32])[C:3]1[C:4]([C:9]2[N:18]=[C:17]3[C:12]([C:13]([NH:21][C:22]4[CH:27]=[CH:26][C:25]([C:28]([F:29])([F:30])[F:31])=[CH:24][N:23]=4)=[CH:14][C:15]([C:19]([NH2:20])=[O:34])=[N:16]3)=[CH:11][CH:10]=2)=[N:5][CH:6]=[CH:7][CH:8]=1. (7) Given the reactants [C:1]1([CH:7]([CH2:10][NH2:11])[CH2:8][NH2:9])[CH:6]=[CH:5][CH:4]=[CH:3][CH:2]=1.[C:12](O[C:12]([O:14][C:15]([CH3:18])([CH3:17])[CH3:16])=[O:13])([O:14][C:15]([CH3:18])([CH3:17])[CH3:16])=[O:13], predict the reaction product. The product is: [C:15]([O:14][C:12](=[O:13])[NH:11][CH2:10][CH:7]([C:1]1[CH:6]=[CH:5][CH:4]=[CH:3][CH:2]=1)[CH2:8][NH2:9])([CH3:18])([CH3:17])[CH3:16]. (8) Given the reactants [OH:1][C:2]1[CH:6]=[C:5]([CH:7]2[CH2:12][CH2:11][N:10]([C:13]([O:15][C:16]([CH3:19])([CH3:18])[CH3:17])=[O:14])[CH2:9][CH2:8]2)[O:4][N:3]=1.[C:20]1(C)[C:21]([S:26](Cl)(=[O:28])=[O:27])=[CH:22][CH:23]=[CH:24][CH:25]=1.[CH2:31](N(CC)CC)C, predict the reaction product. The product is: [CH3:31][C:24]1[CH:25]=[CH:20][C:21]([S:26]([O:1][C:2]2[CH:6]=[C:5]([CH:7]3[CH2:12][CH2:11][N:10]([C:13]([O:15][C:16]([CH3:19])([CH3:18])[CH3:17])=[O:14])[CH2:9][CH2:8]3)[O:4][N:3]=2)(=[O:27])=[O:28])=[CH:22][CH:23]=1. (9) Given the reactants [Cl:1][C:2]1[C:3]2[C:10]3[CH2:11][CH2:12][N:13](C(OC(C)(C)C)=O)[CH2:14][C:9]=3[S:8][C:4]=2[N:5]=[CH:6][N:7]=1.[NH2:22][C:23]1[C:24]([F:31])=[CH:25][C:26]([CH3:30])=[C:27]([OH:29])[CH:28]=1, predict the reaction product. The product is: [ClH:1].[F:31][C:24]1[C:23]([NH:22][C:2]2[C:3]3[C:10]4[CH2:11][CH2:12][NH:13][CH2:14][C:9]=4[S:8][C:4]=3[N:5]=[CH:6][N:7]=2)=[CH:28][C:27]([OH:29])=[C:26]([CH3:30])[CH:25]=1.